From a dataset of NCI-60 drug combinations with 297,098 pairs across 59 cell lines. Regression. Given two drug SMILES strings and cell line genomic features, predict the synergy score measuring deviation from expected non-interaction effect. (1) Drug 1: CN1C(=O)N2C=NC(=C2N=N1)C(=O)N. Drug 2: C1=NC(=NC(=O)N1C2C(C(C(O2)CO)O)O)N. Cell line: MALME-3M. Synergy scores: CSS=-0.288, Synergy_ZIP=0.790, Synergy_Bliss=-2.52, Synergy_Loewe=-13.6, Synergy_HSA=-6.93. (2) Drug 1: C1=CC=C(C=C1)NC(=O)CCCCCCC(=O)NO. Drug 2: CN1C2=C(C=C(C=C2)N(CCCl)CCCl)N=C1CCCC(=O)O.Cl. Cell line: UACC62. Synergy scores: CSS=17.0, Synergy_ZIP=-8.13, Synergy_Bliss=1.50, Synergy_Loewe=-20.4, Synergy_HSA=0.0919. (3) Synergy scores: CSS=46.3, Synergy_ZIP=5.97, Synergy_Bliss=4.39, Synergy_Loewe=2.24, Synergy_HSA=4.66. Drug 2: C1=CC(=CC=C1CCCC(=O)O)N(CCCl)CCCl. Drug 1: CC1=C(C=C(C=C1)NC2=NC=CC(=N2)N(C)C3=CC4=NN(C(=C4C=C3)C)C)S(=O)(=O)N.Cl. Cell line: HOP-62. (4) Drug 1: C1C(C(OC1N2C=C(C(=O)NC2=O)F)CO)O. Drug 2: CCC1(CC2CC(C3=C(CCN(C2)C1)C4=CC=CC=C4N3)(C5=C(C=C6C(=C5)C78CCN9C7C(C=CC9)(C(C(C8N6C=O)(C(=O)OC)O)OC(=O)C)CC)OC)C(=O)OC)O.OS(=O)(=O)O. Cell line: CCRF-CEM. Synergy scores: CSS=76.0, Synergy_ZIP=-2.32, Synergy_Bliss=-1.98, Synergy_Loewe=-1.13, Synergy_HSA=1.25. (5) Drug 1: CC12CCC3C(C1CCC2O)C(CC4=C3C=CC(=C4)O)CCCCCCCCCS(=O)CCCC(C(F)(F)F)(F)F. Synergy scores: CSS=-2.58, Synergy_ZIP=4.44, Synergy_Bliss=2.59, Synergy_Loewe=-6.28, Synergy_HSA=-6.40. Drug 2: CC12CCC3C(C1CCC2OP(=O)(O)O)CCC4=C3C=CC(=C4)OC(=O)N(CCCl)CCCl.[Na+]. Cell line: MOLT-4. (6) Drug 1: C(=O)(N)NO. Drug 2: CC1C(C(CC(O1)OC2CC(CC3=C2C(=C4C(=C3O)C(=O)C5=CC=CC=C5C4=O)O)(C(=O)C)O)N)O. Cell line: A498. Synergy scores: CSS=72.0, Synergy_ZIP=3.37, Synergy_Bliss=4.96, Synergy_Loewe=-16.2, Synergy_HSA=8.74. (7) Drug 1: CC1C(C(CC(O1)OC2CC(CC3=C2C(=C4C(=C3O)C(=O)C5=C(C4=O)C(=CC=C5)OC)O)(C(=O)C)O)N)O.Cl. Drug 2: COCCOC1=C(C=C2C(=C1)C(=NC=N2)NC3=CC=CC(=C3)C#C)OCCOC.Cl. Cell line: TK-10. Synergy scores: CSS=40.8, Synergy_ZIP=-7.88, Synergy_Bliss=2.53, Synergy_Loewe=3.69, Synergy_HSA=4.34.